From a dataset of Catalyst prediction with 721,799 reactions and 888 catalyst types from USPTO. Predict which catalyst facilitates the given reaction. (1) Reactant: [Li][C:2]([CH3:5])([CH3:4])[CH3:3].CO[C:8]1[C:17]2[C:12](=[CH:13][CH:14]=[CH:15][CH:16]=2)[CH:11]=[CH:10][C:9]=1[C:18]([OH:20])=[O:19]. Product: [C:2]([C:8]1[C:17]2[C:12](=[CH:13][CH:14]=[CH:15][CH:16]=2)[CH:11]=[CH:10][C:9]=1[C:18]([OH:20])=[O:19])([CH3:5])([CH3:4])[CH3:3]. The catalyst class is: 1. (2) Reactant: [CH:1]1[C:11]2[C:10]3=[CH:12][C:13]4[CH:14]=[CH:15][C:16]([C:19]([O:21]C)=[O:20])=[CH:17][C:18]=4[N:9]3[CH2:8][CH:7]=[CH:6][C:5]=2[CH:4]=[CH:3][CH:2]=1.Cl.C[C@H]1NCCN(C(=O)C2C=CC=CC=2)C1.C(N(CC)CC)C.CN(C(ON1N=NC2C=CC=NC1=2)=[N+](C)C)C.F[P-](F)(F)(F)(F)F. Product: [CH:1]1[C:11]2[C:10]3=[CH:12][C:13]4[CH:14]=[CH:15][C:16]([C:19]([OH:21])=[O:20])=[CH:17][C:18]=4[N:9]3[CH2:8][CH:7]=[CH:6][C:5]=2[CH:4]=[CH:3][CH:2]=1. The catalyst class is: 18. (3) Reactant: [C:1]([O:5][C:6]([N:8]([C:16]1[C:21]([C:22]#[CH:23])=[CH:20][CH:19]=[CH:18][N:17]=1)[C:9]([O:11][C:12]([CH3:15])([CH3:14])[CH3:13])=[O:10])=[O:7])([CH3:4])([CH3:3])[CH3:2].[N+:24]([CH2:27][CH2:28][C:29]1[CH:42]=[CH:41][C:32]([CH2:33][O:34][C:35]2[CH:40]=[CH:39][CH:38]=[CH:37][N:36]=2)=[CH:31][CH:30]=1)([O-])=[O:25].C(N(CC)CC)C.C1(N=C=O)C=CC=CC=1. Product: [C:1]([O:5][C:6]([N:8]([C:16]1[C:21]([C:22]2[O:25][N:24]=[C:27]([CH2:28][C:29]3[CH:30]=[CH:31][C:32]([CH2:33][O:34][C:35]4[CH:40]=[CH:39][CH:38]=[CH:37][N:36]=4)=[CH:41][CH:42]=3)[CH:23]=2)=[CH:20][CH:19]=[CH:18][N:17]=1)[C:9]([O:11][C:12]([CH3:14])([CH3:15])[CH3:13])=[O:10])=[O:7])([CH3:2])([CH3:3])[CH3:4]. The catalyst class is: 7. (4) Product: [CH:7]1([CH2:10][N:11]2[CH2:36][CH2:35][C@:18]34[C:19]5[C:20]6[O:34][C@H:17]3[C:16](=[CH2:37])[CH2:15][CH2:14][C@@:13]4([O:38][CH2:47][CH2:46][CH2:45][C:39]3[CH:44]=[CH:43][CH:42]=[CH:41][CH:40]=3)[C@H:12]2[CH2:25][C:24]=5[CH:23]=[CH:22][C:21]=6[O:26][CH2:27][C:28]2[CH:33]=[CH:32][CH:31]=[CH:30][CH:29]=2)[CH2:8][CH2:9]1. The catalyst class is: 6. Reactant: CS(C)=O.[H-].[Na+].[CH:7]1([CH2:10][N:11]2[CH2:36][CH2:35][C@:18]34[C:19]5[C:20]6[O:34][C@H:17]3[C:16](=[CH2:37])[CH2:15][CH2:14][C@@:13]4([OH:38])[C@H:12]2[CH2:25][C:24]=5[CH:23]=[CH:22][C:21]=6[O:26][CH2:27][C:28]2[CH:33]=[CH:32][CH:31]=[CH:30][CH:29]=2)[CH2:9][CH2:8]1.[C:39]1([CH2:45][CH2:46][CH2:47]Br)[CH:44]=[CH:43][CH:42]=[CH:41][CH:40]=1. (5) Reactant: C([O:4][C:5](=[O:38])[CH2:6][C:7]1[CH:8]=[C:9]([CH:15]=[CH:16][C:17]=1[O:18][CH2:19][CH2:20][CH2:21][C:22]1[CH:27]=[CH:26][C:25]([O:28][CH2:29][CH2:30][CH2:31][CH:32]2[CH2:37][CH2:36][CH2:35][CH2:34][CH2:33]2)=[CH:24][CH:23]=1)[C:10]([O:12][CH2:13][CH3:14])=[O:11])C=C.N1CCOCC1. Product: [CH:32]1([CH2:31][CH2:30][CH2:29][O:28][C:25]2[CH:26]=[CH:27][C:22]([CH2:21][CH2:20][CH2:19][O:18][C:17]3[CH:16]=[CH:15][C:9]([C:10]([O:12][CH2:13][CH3:14])=[O:11])=[CH:8][C:7]=3[CH2:6][C:5]([OH:38])=[O:4])=[CH:23][CH:24]=2)[CH2:37][CH2:36][CH2:35][CH2:34][CH2:33]1. The catalyst class is: 602. (6) Reactant: [CH2:1]([O:3][C:4]1[CH:9]=[CH:8][C:7]([N+:10]([O-])=O)=[C:6]([CH3:13])[CH:5]=1)[CH3:2].CO. Product: [CH2:1]([O:3][C:4]1[CH:9]=[CH:8][C:7]([NH2:10])=[C:6]([CH3:13])[CH:5]=1)[CH3:2]. The catalyst class is: 99. (7) Reactant: Br[C:2]1[CH:3]=[C:4]2[C:9](=[CH:10][CH:11]=1)[N:8]=[C:7]([C:12]1[O:13][CH:14]=[CH:15][CH:16]=1)[CH:6]=[C:5]2[C:17]([NH:19][C:20]1[CH:21]=[N:22][CH:23]=[CH:24][CH:25]=1)=[O:18].[NH2:26][C:27]1[CH:32]=[CH:31][CH:30]=[CH:29][N:28]=1. Product: [O:13]1[CH:14]=[CH:15][CH:16]=[C:12]1[C:7]1[CH:6]=[C:5]([C:17]([NH:19][C:20]2[CH:21]=[N:22][CH:23]=[CH:24][CH:25]=2)=[O:18])[C:4]2[C:9](=[CH:10][CH:11]=[C:2]([NH:26][C:27]3[CH:32]=[CH:31][CH:30]=[CH:29][N:28]=3)[CH:3]=2)[N:8]=1. The catalyst class is: 133.